From a dataset of Catalyst prediction with 721,799 reactions and 888 catalyst types from USPTO. Predict which catalyst facilitates the given reaction. (1) Reactant: [Br:1][C:2]1[CH:7]=[CH:6][C:5]([OH:8])=[C:4]([CH:9]([NH:16][CH2:17]C2C=CC(OC)=CC=2)[C:10]2[CH:15]=[CH:14][CH:13]=[CH:12][CH:11]=2)[CH:3]=1.S(S([O-])=O)([O-])(=O)=[O:27].[Na+].[Na+]. Product: [Br:1][C:2]1[CH:7]=[CH:6][C:5]2[O:8][C:17](=[O:27])[NH:16][CH:9]([C:10]3[CH:11]=[CH:12][CH:13]=[CH:14][CH:15]=3)[C:4]=2[CH:3]=1. The catalyst class is: 10. (2) Reactant: [CH2:1]([NH2:8])[CH2:2][CH2:3][CH2:4][CH2:5][CH2:6][CH3:7].[CH2:9]([O:11][C@@H:12]([CH2:17][C:18]1[CH:19]=[N:20][C:21]([C:24]2[CH:29]=[CH:28][CH:27]=[C:26]([N:30]([CH3:43])[C:31](OC3C=CC([N+]([O-])=O)=CC=3)=[O:32])[CH:25]=2)=[CH:22][CH:23]=1)[C:13]([O:15][CH3:16])=[O:14])[CH3:10].O. Product: [CH2:9]([O:11][C@@H:12]([CH2:17][C:18]1[CH:19]=[N:20][C:21]([C:24]2[CH:29]=[CH:28][CH:27]=[C:26]([N:30]([CH3:43])[C:31]([NH:8][CH2:1][CH2:2][CH2:3][CH2:4][CH2:5][CH2:6][CH3:7])=[O:32])[CH:25]=2)=[CH:22][CH:23]=1)[C:13]([O:15][CH3:16])=[O:14])[CH3:10]. The catalyst class is: 9. (3) Reactant: C([Mg]Cl)(C)C.[Si:6]([O:13][CH2:14][C:15]([O:17]CC)=O)([C:9]([CH3:12])([CH3:11])[CH3:10])([CH3:8])[CH3:7].Cl.[CH3:21][NH:22][O:23][CH3:24]. Product: [Si:6]([O:13][CH2:14][C:15]([N:22]([O:23][CH3:24])[CH3:21])=[O:17])([C:9]([CH3:10])([CH3:11])[CH3:12])([CH3:7])[CH3:8]. The catalyst class is: 1. (4) Product: [CH3:20][C:13]12[CH2:19][C:9]3([C:3]4[CH:4]=[CH:5][C:6]([O:8][CH2:42][C:43]#[CH:44])=[CH:7][C:2]=4[O:1][CH2:7][C:2]#[CH:3])[CH2:16][C:15]([CH3:18])([CH2:17][C:11]([C:21]45[CH2:31][C:25]6([CH3:32])[CH2:24][C:23]([C:33]7[CH:38]=[CH:37][C:36]([O:39][CH2:49][C:50]#[CH:51])=[CH:35][C:34]=7[O:40][CH2:6][C:5]#[CH:4])([CH2:29][C:27]([CH3:30])([CH2:26]6)[CH2:28]4)[CH2:22]5)([CH2:10]3)[CH2:12]1)[CH2:14]2. The catalyst class is: 6. Reactant: [OH:1][C:2]1[CH:7]=[C:6]([OH:8])[CH:5]=[CH:4][C:3]=1[C:9]12[CH2:19][C:13]3([CH3:20])[CH2:14][C:15]([CH3:18])([CH2:17][C:11]([C:21]45[CH2:31][C:25]6([CH3:32])[CH2:26][C:27]([CH3:30])([CH2:29][C:23]([C:33]7[CH:38]=[CH:37][C:36]([OH:39])=[CH:35][C:34]=7[OH:40])([CH2:24]6)[CH2:22]4)[CH2:28]5)([CH2:12]3)[CH2:10]1)[CH2:16]2.Br[CH2:42][C:43]#[CH:44].[OH-].[Na+].O1[CH2:51][CH2:50][CH2:49]C1. (5) Product: [F:3][C:4]1[C:9]([F:10])=[CH:8][CH:7]=[C:6]([N+:11]([O-:13])=[O:12])[C:5]=1[CH2:14][CH2:15][OH:16]. The catalyst class is: 20. Reactant: [BH4-].[Na+].[F:3][C:4]1[C:9]([F:10])=[CH:8][CH:7]=[C:6]([N+:11]([O-:13])=[O:12])[C:5]=1[CH2:14][C:15](O)=[O:16].C(Cl)Cl.C([O-])(O)=O.[Na+]. (6) Reactant: [CH2:1]([N:8]([CH2:19][C:20]1[CH:33]=[CH:32][C:23]([O:24][C:25]2[CH:26]=[C:27]([OH:31])[CH:28]=[CH:29][CH:30]=2)=[CH:22][CH:21]=1)[C:9]1[CH:14]=[CH:13][CH:12]=[C:11]([N+:15]([O-:17])=[O:16])[C:10]=1[CH3:18])[C:2]1[CH:7]=[CH:6][CH:5]=[CH:4][CH:3]=1.O[CH2:35][C@H:36]1[NH:40][C:39](=[O:41])[CH2:38][CH2:37]1.N(C(OC(C)(C)C)=O)=NC(OC(C)(C)C)=O.C1(P(C2C=CC=CC=2)C2C=CC=CC=2)C=CC=CC=1. Product: [CH2:1]([N:8]([CH2:19][C:20]1[CH:33]=[CH:32][C:23]([O:24][C:25]2[CH:26]=[C:27]([CH:28]=[CH:29][CH:30]=2)[O:31][CH2:35][C@H:36]2[NH:40][C:39](=[O:41])[CH2:38][CH2:37]2)=[CH:22][CH:21]=1)[C:9]1[CH:14]=[CH:13][CH:12]=[C:11]([N+:15]([O-:17])=[O:16])[C:10]=1[CH3:18])[C:2]1[CH:3]=[CH:4][CH:5]=[CH:6][CH:7]=1. The catalyst class is: 54. (7) Reactant: [Cl-].[Br:2][C:3]1[CH:4]=[C:5]([CH:26]=[CH:27][CH:28]=1)[CH2:6][P+](C1C=CC=CC=1)(C1C=CC=CC=1)C1C=CC=CC=1.[CH2:29]([Li])[CH2:30][CH2:31]C.C(=O)CC.CCCCCC. Product: [Br:2][C:3]1[CH:28]=[CH:27][CH:26]=[C:5]([CH:6]=[CH:29][CH2:30][CH3:31])[CH:4]=1. The catalyst class is: 1.